Task: Predict which catalyst facilitates the given reaction.. Dataset: Catalyst prediction with 721,799 reactions and 888 catalyst types from USPTO (1) Product: [CH3:20][O:21][C:9]1[CH:10]=[C:11]2[C:6]([C:5]3[CH:4]=[C:3]([C:26]([O:29][CH3:30])=[O:28])[CH:2]=[CH:1][C:13]=3[N:12]2[CH2:15][CH2:16][CH2:17][CH2:18][CH3:19])=[CH:7][CH:8]=1. Reactant: [CH:1]1[C:13]2[NH:12][C:11]3[C:6](=[CH:7][CH:8]=[CH:9][CH:10]=3)[C:5]=2[CH:4]=[CH:3][CH:2]=1.Br[CH2:15][CH2:16][CH2:17][CH2:18][CH3:19].[C:20]([O-])([O-])=[O:21].[Cs+].[Cs+].[C:26]([O:29][CH2:30]C)(=[O:28])C. The catalyst class is: 3. (2) Reactant: [C:1]([O:5][C:6](=[O:32])[NH:7][C@H:8]1[CH2:13][N:12]2[C:14]3[N:20]=[C:19]([CH3:21])[CH:18]=[C:17](Cl)[C:15]=3[N:16]=[C:11]2[CH2:10][C@@H:9]1[C:23]1[CH:28]=[C:27]([F:29])[C:26]([F:30])=[CH:25][C:24]=1[F:31])([CH3:4])([CH3:3])[CH3:2]. Product: [C:1]([O:5][C:6](=[O:32])[NH:7][C@H:8]1[CH2:13][N:12]2[C:14]3[N:20]=[C:19]([CH3:21])[CH:18]=[CH:17][C:15]=3[N:16]=[C:11]2[CH2:10][C@@H:9]1[C:23]1[CH:28]=[C:27]([F:29])[C:26]([F:30])=[CH:25][C:24]=1[F:31])([CH3:4])([CH3:2])[CH3:3]. The catalyst class is: 105.